This data is from Forward reaction prediction with 1.9M reactions from USPTO patents (1976-2016). The task is: Predict the product of the given reaction. (1) Given the reactants [NH:1]1[C:9]2[C:4](=[CH:5][CH:6]=[CH:7][CH:8]=2)[CH2:3][C:2]1=[O:10].[CH:11]([C:13]1[NH:17][C:16]([C:18]([OH:20])=[O:19])=[CH:15][C:14]=1[CH3:21])=O, predict the reaction product. The product is: [CH3:21][C:14]1[CH:15]=[C:16]([C:18]([OH:20])=[O:19])[NH:17][C:13]=1[CH:11]=[C:3]1[C:4]2[C:9](=[CH:8][CH:7]=[CH:6][CH:5]=2)[NH:1][C:2]1=[O:10]. (2) Given the reactants COC1C=CC(C([NH:24][C:25]2[N:30]([CH3:31])[C:29](=[O:32])[C:28]([CH3:34])([CH3:33])[C@:27]([C:36]3[CH:41]=[C:40](Br)[CH:39]=[CH:38][C:37]=3[F:43])([CH3:35])[N:26]=2)(C2C=CC(OC)=CC=2)C2C=CC=CC=2)=CC=1.[F:44][C:45]([F:56])([F:55])[CH2:46][O:47][C:48]1[N:53]=[CH:52][C:51]([NH2:54])=[CH:50][CH:49]=1, predict the reaction product. The product is: [NH2:24][C:25]1[N:30]([CH3:31])[C:29](=[O:32])[C:28]([CH3:34])([CH3:33])[C@:27]([C:36]2[CH:41]=[C:40]([NH:54][C:51]3[CH:52]=[N:53][C:48]([O:47][CH2:46][C:45]([F:44])([F:55])[F:56])=[CH:49][CH:50]=3)[CH:39]=[CH:38][C:37]=2[F:43])([CH3:35])[N:26]=1. (3) Given the reactants [Al].[Li].[CH3:3][O:4][C:5]1[C:13]2[O:12][C:11]([CH3:15])([CH3:14])[CH2:10][C:9]=2[CH:8]=[C:7]([C:16]([CH3:21])([CH3:20])[C:17]([NH2:19])=O)[CH:6]=1.C(OCC)(=O)C.[C:28]([C:30]1[CH:31]=[C:32]([CH:36]=[CH:37][CH:38]=1)[C:33](O)=[O:34])#[N:29], predict the reaction product. The product is: [C:28]([C:30]1[CH:31]=[C:32]([CH:36]=[CH:37][CH:38]=1)[C:33]([NH:19][CH2:17][C:16]([C:7]1[CH:6]=[C:5]([O:4][CH3:3])[C:13]2[O:12][C:11]([CH3:15])([CH3:14])[CH2:10][C:9]=2[CH:8]=1)([CH3:21])[CH3:20])=[O:34])#[N:29]. (4) Given the reactants Cl[C:2]1[N:7]=[CH:6][C:5]([C:8]2[O:9][C:10]([CH3:20])=[C:11]([C:13]([NH:15][CH2:16][CH2:17][CH2:18][OH:19])=[O:14])[N:12]=2)=[C:4]([NH:21][CH:22]([CH3:24])[CH3:23])[CH:3]=1.[N:25]1[S:26][N:27]=[C:28]2[CH:33]=[C:32]([NH2:34])[CH:31]=[CH:30][C:29]=12.C([O-])([O-])=O.[Na+].[Na+].CC1(C)C2C(=C(P(C3C=CC=CC=3)C3C=CC=CC=3)C=CC=2)OC2C(P(C3C=CC=CC=3)C3C=CC=CC=3)=CC=CC1=2, predict the reaction product. The product is: [N:25]1[S:26][N:27]=[C:28]2[CH:33]=[C:32]([NH:34][C:2]3[N:7]=[CH:6][C:5]([C:8]4[O:9][C:10]([CH3:20])=[C:11]([C:13]([NH:15][CH2:16][CH2:17][CH2:18][OH:19])=[O:14])[N:12]=4)=[C:4]([NH:21][CH:22]([CH3:24])[CH3:23])[CH:3]=3)[CH:31]=[CH:30][C:29]=12. (5) Given the reactants [N:1]1[C:10]2[C:5](=[CH:6][CH:7]=[CH:8][CH:9]=2)[N:4]=[CH:3][C:2]=1[N:11]1[CH2:22][CH2:21][C:14]2([C:19](=[O:20])[NH:18][CH2:17][CH2:16][CH2:15]2)[CH2:13][CH2:12]1.[H-].[Na+].Cl[CH2:26][C:27]1[CH:28]=[C:29]([C:33]2[CH:34]=[N:35][CH:36]=[CH:37][CH:38]=2)[CH:30]=[CH:31][CH:32]=1, predict the reaction product. The product is: [N:35]1[CH:36]=[CH:37][CH:38]=[C:33]([C:29]2[CH:28]=[C:27]([CH:32]=[CH:31][CH:30]=2)[CH2:26][N:18]2[CH2:17][CH2:16][CH2:15][C:14]3([CH2:21][CH2:22][N:11]([C:2]4[CH:3]=[N:4][C:5]5[C:10](=[CH:9][CH:8]=[CH:7][CH:6]=5)[N:1]=4)[CH2:12][CH2:13]3)[C:19]2=[O:20])[CH:34]=1. (6) Given the reactants [CH3:1][C:2]1[CH2:7]C[C@@H:5](C(C)=C)[CH2:4][CH:3]=1.C([O-])([O-])=[O:12].C([O-])([O-])=O.OO.OO.OO.[Na+].[Na+].[Na+].[Na+].[C:29]([O:32][C:33](=O)[CH3:34])(=O)[CH3:30], predict the reaction product. The product is: [CH3:30][C:29]12[O:32][CH:33]1[CH2:34][CH:3]([C:2]1([CH3:1])[O:12][CH2:7]1)[CH2:4][CH2:5]2. (7) Given the reactants I[C:2]1[N:7]2[N:8]=[C:9]([S:19][CH3:20])[C:10]([NH:11][C:12](=[O:18])[O:13][C:14]([CH3:17])([CH3:16])[CH3:15])=[C:6]2[CH:5]=[CH:4][CH:3]=1.C([Li])CCC.C([O:28][B:29]([O:33]CC)[O:30]CC)C.[Cl-].[NH4+], predict the reaction product. The product is: [C:14]([O:13][C:12]([NH:11][C:10]1[C:9]([S:19][CH3:20])=[N:8][N:7]2[C:2]([O:28][B:29]([OH:33])[OH:30])=[CH:3][CH:4]=[CH:5][C:6]=12)=[O:18])([CH3:17])([CH3:16])[CH3:15]. (8) Given the reactants C([N-]C(C)C)(C)C.[Li+].C([Li])CCC.C(NC(C)C)(C)C.[CH:21]([C:23]1[CH:24]=[C:25]2[C:30](=[CH:31][CH:32]=1)/[C:29](=[N:33]/[OH:34])/[CH2:28][CH2:27][CH2:26]2)=[CH2:22].[CH3:35][C:36]1([C:39]2[O:43][N:42]=[C:41]([C:44](OC)=O)[C:40]=2[C:48]([F:51])([F:50])[F:49])[CH2:38][CH2:37]1.O.C1(C)C=CC(S(O)(=O)=O)=CC=1, predict the reaction product. The product is: [CH3:35][C:36]1([C:39]2[O:43][N:42]=[C:41]([C:44]3[O:34][N:33]=[C:29]4[C:30]5[C:25]([CH2:26][CH2:27][C:28]=34)=[CH:24][C:23]([CH:21]=[CH2:22])=[CH:32][CH:31]=5)[C:40]=2[C:48]([F:51])([F:49])[F:50])[CH2:38][CH2:37]1. (9) Given the reactants [C-:1]#[N:2].[Na+].S(=O)(=O)(O)O.C#N.Br[CH2:12][C:13]1[CH:20]=[C:19]([N+:21]([O-:23])=[O:22])[CH:18]=[CH:17][C:14]=1[C:15]#[N:16], predict the reaction product. The product is: [C:1]([CH2:12][C:13]1[CH:20]=[C:19]([N+:21]([O-:23])=[O:22])[CH:18]=[CH:17][C:14]=1[C:15]#[N:16])#[N:2]. (10) The product is: [CH:34]1([CH2:37][CH2:38][O:39][C:40]2[N:48]=[C:47]3[C:43]([N:44]=[C:45]([O:49][CH3:50])[N:46]3[CH2:17][CH2:18][CH:19]3[CH2:23][CH2:22][CH2:21][O:20]3)=[C:42]([NH2:51])[N:41]=2)[CH2:36][CH2:35]1. Given the reactants C(NC1N=C2C(N=C(OC)N2CC[CH2:17][CH2:18][CH:19]2[CH2:23][CH2:22][CH2:21][O:20]2)=C(N)N=1)CCC.FC(F)(F)C(O)=O.[CH:34]1([CH2:37][CH2:38][O:39][C:40]2[NH:41][C:42]([NH2:51])=[C:43]3[C:47]([N:48]=2)=[N:46][C:45]([O:49][CH3:50])=[N:44]3)[CH2:36][CH2:35]1.BrCCC1CCCO1, predict the reaction product.